Dataset: NCI-60 drug combinations with 297,098 pairs across 59 cell lines. Task: Regression. Given two drug SMILES strings and cell line genomic features, predict the synergy score measuring deviation from expected non-interaction effect. (1) Drug 1: C1CCC(CC1)NC(=O)N(CCCl)N=O. Drug 2: C1CN1P(=S)(N2CC2)N3CC3. Cell line: MDA-MB-231. Synergy scores: CSS=13.3, Synergy_ZIP=-9.12, Synergy_Bliss=-9.50, Synergy_Loewe=-7.73, Synergy_HSA=-6.03. (2) Drug 1: CC1=C(C=C(C=C1)NC2=NC=CC(=N2)N(C)C3=CC4=NN(C(=C4C=C3)C)C)S(=O)(=O)N.Cl. Drug 2: CS(=O)(=O)C1=CC(=C(C=C1)C(=O)NC2=CC(=C(C=C2)Cl)C3=CC=CC=N3)Cl. Cell line: HCT116. Synergy scores: CSS=20.7, Synergy_ZIP=0.580, Synergy_Bliss=9.14, Synergy_Loewe=6.82, Synergy_HSA=6.85. (3) Drug 1: CC1OCC2C(O1)C(C(C(O2)OC3C4COC(=O)C4C(C5=CC6=C(C=C35)OCO6)C7=CC(=C(C(=C7)OC)O)OC)O)O. Drug 2: C1CN(P(=O)(OC1)NCCCl)CCCl. Cell line: MCF7. Synergy scores: CSS=25.2, Synergy_ZIP=-11.4, Synergy_Bliss=-8.41, Synergy_Loewe=-34.1, Synergy_HSA=-8.55. (4) Drug 2: C(CN)CNCCSP(=O)(O)O. Synergy scores: CSS=40.4, Synergy_ZIP=-8.26, Synergy_Bliss=-6.18, Synergy_Loewe=-25.9, Synergy_HSA=-1.40. Drug 1: CC1OCC2C(O1)C(C(C(O2)OC3C4COC(=O)C4C(C5=CC6=C(C=C35)OCO6)C7=CC(=C(C(=C7)OC)O)OC)O)O. Cell line: CAKI-1. (5) Synergy scores: CSS=63.6, Synergy_ZIP=-0.251, Synergy_Bliss=-0.848, Synergy_Loewe=-11.0, Synergy_HSA=5.34. Drug 1: COC1=C(C=C2C(=C1)N=CN=C2NC3=CC(=C(C=C3)F)Cl)OCCCN4CCOCC4. Drug 2: C1=CC(=CC=C1CCCC(=O)O)N(CCCl)CCCl. Cell line: CAKI-1. (6) Cell line: A498. Drug 2: C1CNP(=O)(OC1)N(CCCl)CCCl. Drug 1: CN1C(=O)N2C=NC(=C2N=N1)C(=O)N. Synergy scores: CSS=1.39, Synergy_ZIP=2.37, Synergy_Bliss=4.80, Synergy_Loewe=-0.159, Synergy_HSA=-0.123. (7) Drug 1: C1CN1P(=S)(N2CC2)N3CC3. Drug 2: C1C(C(OC1N2C=C(C(=O)NC2=O)F)CO)O. Cell line: UACC62. Synergy scores: CSS=24.2, Synergy_ZIP=-7.55, Synergy_Bliss=0.0747, Synergy_Loewe=-4.22, Synergy_HSA=2.09. (8) Drug 1: CCN(CC)CCNC(=O)C1=C(NC(=C1C)C=C2C3=C(C=CC(=C3)F)NC2=O)C. Drug 2: C1=CC=C(C(=C1)C(C2=CC=C(C=C2)Cl)C(Cl)Cl)Cl. Cell line: HS 578T. Synergy scores: CSS=5.36, Synergy_ZIP=-2.41, Synergy_Bliss=-1.66, Synergy_Loewe=-5.37, Synergy_HSA=-1.53. (9) Drug 1: COC1=C(C=C2C(=C1)N=CN=C2NC3=CC(=C(C=C3)F)Cl)OCCCN4CCOCC4. Drug 2: C1=CC=C(C=C1)NC(=O)CCCCCCC(=O)NO. Cell line: SW-620. Synergy scores: CSS=10.4, Synergy_ZIP=-5.59, Synergy_Bliss=-3.61, Synergy_Loewe=-3.33, Synergy_HSA=-3.29. (10) Drug 1: CCC1(CC2CC(C3=C(CCN(C2)C1)C4=CC=CC=C4N3)(C5=C(C=C6C(=C5)C78CCN9C7C(C=CC9)(C(C(C8N6C=O)(C(=O)OC)O)OC(=O)C)CC)OC)C(=O)OC)O.OS(=O)(=O)O. Drug 2: C1=NC2=C(N=C(N=C2N1C3C(C(C(O3)CO)O)F)Cl)N. Cell line: K-562. Synergy scores: CSS=43.5, Synergy_ZIP=-1.53, Synergy_Bliss=-1.23, Synergy_Loewe=-7.90, Synergy_HSA=-0.735.